Dataset: Cav3 T-type calcium channel HTS with 100,875 compounds. Task: Binary Classification. Given a drug SMILES string, predict its activity (active/inactive) in a high-throughput screening assay against a specified biological target. (1) The compound is S(c1n(c(nn1)Cn1nnc2c1cccc2)C)CC(=O)Nc1c(OC)ccc(OC)c1. The result is 0 (inactive). (2) The molecule is O1c2cc(CNC(=O)CCNC(=O)c3cc(OC)c(OC)c(OC)c3)ccc2OC1. The result is 0 (inactive). (3) The drug is S=C(Nc1c(OC)cc(OC)cc1)Nc1nccc(c1)C. The result is 0 (inactive).